Dataset: Peptide-MHC class II binding affinity with 134,281 pairs from IEDB. Task: Regression. Given a peptide amino acid sequence and an MHC pseudo amino acid sequence, predict their binding affinity value. This is MHC class II binding data. The peptide sequence is MFLGGVKPTHISYIM. The MHC is DRB3_0101 with pseudo-sequence DRB3_0101. The binding affinity (normalized) is 0.259.